This data is from Forward reaction prediction with 1.9M reactions from USPTO patents (1976-2016). The task is: Predict the product of the given reaction. (1) Given the reactants C(OC(=O)[C@@H:7]([NH:14][C:15](=[O:31])[C@@H:16]([NH:18][C:19]([C:21]1[CH2:22][C:23]2[C:28]([C:29]=1[CH3:30])=[CH:27][CH:26]=[CH:25][CH:24]=2)=[O:20])[CH3:17])[CH2:8][CH2:9][S:10]([CH3:13])(=[O:12])=[O:11])(C)(C)C.C(O[C:38](=[O:60])[NH:39][C@@H:40]([CH2:53][C:54]1[CH:59]=[CH:58][CH:57]=[CH:56][CH:55]=1)[CH:41]([C:43](=[O:52])[NH:44][CH2:45][C:46]1[CH:51]=[CH:50][CH:49]=[CH:48][CH:47]=1)[OH:42])(C)(C)C.FC(F)(F)C(O)=O.CN(C(ON1N=NC2C=CC=NC1=2)=[N+](C)C)C.F[P-](F)(F)(F)(F)F.C(N(CC)C(C)C)(C)C, predict the reaction product. The product is: [CH2:53]([C@H:40]([NH:39][C:38]([C@@H:7]([NH:14][C:15]([C@@H:16]([NH:18][C:19]([C:21]1[CH2:22][C:23]2[C:28]([C:29]=1[CH3:30])=[CH:27][CH:26]=[CH:25][CH:24]=2)=[O:20])[CH3:17])=[O:31])[CH2:8][CH2:9][S:10]([CH3:13])(=[O:12])=[O:11])=[O:60])[CH:41]([C:43](=[O:52])[NH:44][CH2:45][C:46]1[CH:47]=[CH:48][CH:49]=[CH:50][CH:51]=1)[OH:42])[C:54]1[CH:55]=[CH:56][CH:57]=[CH:58][CH:59]=1. (2) Given the reactants [N:1]1[CH:6]=[CH:5][C:4]([C:7]2[CH:12]=[CH:11][NH:10][C:9](=O)[N:8]=2)=[CH:3][CH:2]=1.S(Cl)([Cl:16])=O.CN(C)C=O, predict the reaction product. The product is: [Cl:16][C:9]1[N:8]=[C:7]([C:4]2[CH:5]=[CH:6][N:1]=[CH:2][CH:3]=2)[CH:12]=[CH:11][N:10]=1. (3) Given the reactants Cl[C:2]1[C:7]([N+:8]([O-:10])=[O:9])=[CH:6][C:5]([I:11])=[CH:4][N:3]=1.Cl.[NH2:13][C:14]([CH3:20])([CH3:19])[C:15]([O:17][CH3:18])=[O:16].C(N(CC)CC)C, predict the reaction product. The product is: [CH3:18][O:17][C:15](=[O:16])[C:14]([NH:13][C:2]1[C:7]([N+:8]([O-:10])=[O:9])=[CH:6][C:5]([I:11])=[CH:4][N:3]=1)([CH3:20])[CH3:19].